The task is: Regression. Given two drug SMILES strings and cell line genomic features, predict the synergy score measuring deviation from expected non-interaction effect.. This data is from NCI-60 drug combinations with 297,098 pairs across 59 cell lines. Drug 1: CCC1=CC2CC(C3=C(CN(C2)C1)C4=CC=CC=C4N3)(C5=C(C=C6C(=C5)C78CCN9C7C(C=CC9)(C(C(C8N6C)(C(=O)OC)O)OC(=O)C)CC)OC)C(=O)OC.C(C(C(=O)O)O)(C(=O)O)O. Drug 2: C1CCC(C(C1)N)N.C(=O)(C(=O)[O-])[O-].[Pt+4]. Cell line: KM12. Synergy scores: CSS=50.8, Synergy_ZIP=-4.68, Synergy_Bliss=-3.11, Synergy_Loewe=-0.711, Synergy_HSA=3.35.